Dataset: Full USPTO retrosynthesis dataset with 1.9M reactions from patents (1976-2016). Task: Predict the reactants needed to synthesize the given product. (1) Given the product [F:21][C:22]1[CH:23]=[C:24]([NH:25][CH:11]=[C:6]2[C:7](=[O:8])[O:9][C:2]([CH3:10])([CH3:1])[O:3][C:4]2=[O:5])[CH:26]=[C:27]([F:29])[CH:28]=1, predict the reactants needed to synthesize it. The reactants are: [CH3:1][C:2]1([CH3:10])[O:9][C:7](=[O:8])[CH2:6][C:4](=[O:5])[O:3]1.[CH2:11](OC(OCC)OCC)C.[F:21][C:22]1[CH:23]=[C:24]([CH:26]=[C:27]([F:29])[CH:28]=1)[NH2:25]. (2) Given the product [NH2:57][C:58]1[C:63]([C:64]#[N:65])=[C:62]([NH:24][C@H:22]([C:7]2[C:8]([C:12]3[CH:17]=[CH:16][CH:15]=[CH:14][C:13]=3[S:18]([CH3:21])(=[O:20])=[O:19])=[N:9][C:10]3[C:5]([CH:6]=2)=[CH:4][CH:3]=[C:2]([F:1])[CH:11]=3)[CH3:23])[N:61]=[CH:60][N:59]=1, predict the reactants needed to synthesize it. The reactants are: [F:1][C:2]1[CH:11]=[C:10]2[C:5]([CH:6]=[C:7]([C@@H:22]([NH:24]C(=O)OC(C)(C)C)[CH3:23])[C:8]([C:12]3[CH:17]=[CH:16][CH:15]=[CH:14][C:13]=3[S:18]([CH3:21])(=[O:20])=[O:19])=[N:9]2)=[CH:4][CH:3]=1.Cl.FC1C=C2C(C=C([C@@H](N)C)C(C3C=CC=CC=3S(C)(=O)=O)=N2)=CC=1.[NH2:57][C:58]1[C:63]([C:64]#[N:65])=[C:62](Cl)[N:61]=[CH:60][N:59]=1.CCN(C(C)C)C(C)C. (3) The reactants are: [Br:1]N1C(=O)CCC1=O.OC(C(F)(F)F)=O.[F:16][C:17]1[CH:22]=[CH:21][N:20]=[C:19]([NH2:23])[CH:18]=1. Given the product [Br:1][C:22]1[C:17]([F:16])=[CH:18][C:19]([NH2:23])=[N:20][CH:21]=1, predict the reactants needed to synthesize it. (4) Given the product [Br:1][C:2]1[CH:7]=[CH:6][CH:5]=[CH:4][C:3]=1[CH2:8][N:12]([CH2:13][CH3:14])[CH2:10][CH3:11], predict the reactants needed to synthesize it. The reactants are: [Br:1][C:2]1[CH:7]=[CH:6][CH:5]=[CH:4][C:3]=1[CH2:8]Br.[CH2:10]([NH:12][CH2:13][CH3:14])[CH3:11]. (5) Given the product [Cl:1][C:2]1[CH:3]=[C:4]([O:9][CH2:17][C:18]([O:20][CH2:21][CH3:22])=[O:19])[C:5]([I:8])=[N:6][CH:7]=1, predict the reactants needed to synthesize it. The reactants are: [Cl:1][C:2]1[CH:3]=[C:4]([OH:9])[C:5]([I:8])=[N:6][CH:7]=1.C(=O)([O-])[O-].[Cs+].[Cs+].Br[CH2:17][C:18]([O:20][CH2:21][CH3:22])=[O:19]. (6) Given the product [I:14][C:6]1[CH:5]=[C:4]([CH2:3][OH:2])[CH:9]=[C:8]([C:10]([F:12])([F:13])[F:11])[CH:7]=1, predict the reactants needed to synthesize it. The reactants are: C[O:2][C:3](=O)[C:4]1[CH:9]=[C:8]([C:10]([F:13])([F:12])[F:11])[CH:7]=[C:6]([I:14])[CH:5]=1.CC(C[AlH]CC(C)C)C.Cl. (7) Given the product [NH2:26][C:5]1([C:14]2[C:15]([O:20][CH2:21][CH3:22])=[N:16][CH:17]=[CH:18][CH:19]=2)[C:4]2[C:8](=[CH:9][C:10]([F:11])=[C:2]([Cl:1])[CH:3]=2)[N:7]([S:44]([C:37]2[CH:38]=[CH:39][C:40]([O:42][CH3:43])=[CH:41][C:36]=2[O:35][CH3:34])(=[O:46])=[O:45])[C:6]1=[O:12].[Cl:1][C:2]1[CH:3]=[C:4]2[C:8](=[CH:9][C:10]=1[F:11])[NH:7][C:6](=[O:12])[C:5]2([C:14]1[C:15]([O:20][CH2:21][CH3:22])=[N:16][CH:17]=[CH:18][CH:19]=1)[OH:13], predict the reactants needed to synthesize it. The reactants are: [Cl:1][C:2]1[CH:3]=[C:4]2[C:8](=[CH:9][C:10]=1[F:11])[NH:7][C:6](=[O:12])[C:5]2([C:14]1[C:15]([O:20][CH2:21][CH3:22])=[N:16][CH:17]=[CH:18][CH:19]=1)[OH:13].OC1C2C(=CC=CC=2)[NH:26]C1=O.[CH3:34][O:35][C:36]1[CH:41]=[C:40]([O:42][CH3:43])[CH:39]=[CH:38][C:37]=1[S:44](Cl)(=[O:46])=[O:45].S(Cl)(Cl)(=O)=O.